Predict which catalyst facilitates the given reaction. From a dataset of Catalyst prediction with 721,799 reactions and 888 catalyst types from USPTO. (1) Reactant: [CH3:1][O:2][C:3]([C:5]1[S:6][C:7]([CH3:13])=[C:8]([N+:10]([O-:12])=[O:11])[CH:9]=1)=[O:4].[Cl:14][C:15]1[CH:24]=[CH:23][C:22]2[C:17](=[CH:18][CH:19]=[C:20]([CH:25]=O)[CH:21]=2)[N:16]=1.N1CCCC1. Product: [CH3:1][O:2][C:3]([C:5]1[S:6][C:7](/[CH:13]=[CH:25]/[C:20]2[CH:21]=[C:22]3[C:17](=[CH:18][CH:19]=2)[N:16]=[C:15]([Cl:14])[CH:24]=[CH:23]3)=[C:8]([N+:10]([O-:12])=[O:11])[CH:9]=1)=[O:4]. The catalyst class is: 5. (2) Reactant: [C:1]1([C:7]2[O:25][C:10]3[N:11]=[CH:12][N:13]=[C:14]([NH:15][CH2:16][CH2:17][CH2:18][CH2:19][CH2:20][C:21]([O:23][CH3:24])=[O:22])[C:9]=3[C:8]=2[C:26]2[CH:31]=[CH:30][C:29]([CH:32]=[CH2:33])=[CH:28][N:27]=2)[CH:6]=[CH:5][CH:4]=[CH:3][CH:2]=1. Product: [CH2:32]([C:29]1[CH:30]=[CH:31][C:26]([C:8]2[C:9]3[C:14]([NH:15][CH2:16][CH2:17][CH2:18][CH2:19][CH2:20][C:21]([O:23][CH3:24])=[O:22])=[N:13][CH:12]=[N:11][C:10]=3[O:25][C:7]=2[C:1]2[CH:2]=[CH:3][CH:4]=[CH:5][CH:6]=2)=[N:27][CH:28]=1)[CH3:33]. The catalyst class is: 63. (3) Reactant: [CH3:1][O:2][C:3]1[CH:9]=[CH:8][C:6]([O-:7])=[CH:5][CH:4]=1.[Li+]. Product: [CH3:1][O:2][C:3]1[CH:9]=[CH:8][C:6]([O:7][CH:3]([CH2:9][CH2:8][CH3:6])[CH:4]=[CH2:5])=[CH:5][CH:4]=1. The catalyst class is: 1.